From a dataset of Forward reaction prediction with 1.9M reactions from USPTO patents (1976-2016). Predict the product of the given reaction. (1) The product is: [Cl:1][C:2]1[C:7]2[C:8](=[O:11])[N:9]([C:26]([O:25][C:22]([CH3:24])([CH3:23])[CH3:21])=[O:27])[CH2:10][C:6]=2[C:5]([F:12])=[C:4]([F:13])[N:3]=1. Given the reactants [Cl:1][C:2]1[C:7]2[C:8](=[O:11])[NH:9][CH2:10][C:6]=2[C:5]([F:12])=[C:4]([F:13])[N:3]=1.C(N(CC)CC)C.[CH3:21][C:22]([O:25][C:26](O[C:26]([O:25][C:22]([CH3:24])([CH3:23])[CH3:21])=[O:27])=[O:27])([CH3:24])[CH3:23], predict the reaction product. (2) The product is: [CH:10]([C:12]1[CH:13]=[C:14]([S:18]([N:21]([CH3:23])[CH3:22])(=[O:20])=[O:19])[CH:15]=[CH:16][CH:17]=1)=[O:25]. Given the reactants CC(C[AlH]CC(C)C)C.[C:10]([C:12]1[CH:13]=[C:14]([S:18]([N:21]([CH3:23])[CH3:22])(=[O:20])=[O:19])[CH:15]=[CH:16][CH:17]=1)#N.C[OH:25].Cl, predict the reaction product.